Dataset: Forward reaction prediction with 1.9M reactions from USPTO patents (1976-2016). Task: Predict the product of the given reaction. (1) The product is: [CH3:13][C:14]1([C:20]2[CH:21]=[CH:22][CH:23]=[CH:24][CH:25]=2)[CH2:15][N:16]([C:2]2[CH:12]=[CH:11][C:5]3[O:6][CH2:7][C:8](=[O:10])[NH:9][C:4]=3[CH:3]=2)[CH2:17][CH2:18][O:19]1. Given the reactants Br[C:2]1[CH:12]=[CH:11][C:5]2[O:6][CH2:7][C:8](=[O:10])[NH:9][C:4]=2[CH:3]=1.[CH3:13][C:14]1([C:20]2[CH:25]=[CH:24][CH:23]=[CH:22][CH:21]=2)[O:19][CH2:18][CH2:17][NH:16][CH2:15]1, predict the reaction product. (2) Given the reactants [H-].[Na+].[CH3:3][O:4][C:5]1[CH:6]=[C:7]2[C:11](=[CH:12][C:13]=1[O:14][CH3:15])[NH:10][CH:9]=[C:8]2[C:16]1[N:24]([S:25]([C:28]2[CH:33]=[CH:32][C:31]([CH3:34])=[CH:30][CH:29]=2)(=[O:27])=[O:26])[C:19]2=[N:20][CH:21]=[CH:22][CH:23]=[C:18]2[CH:17]=1.[Si:35]([O:42][CH2:43][CH2:44]Br)([C:38]([CH3:41])([CH3:40])[CH3:39])([CH3:37])[CH3:36].O, predict the reaction product. The product is: [CH3:3][O:4][C:5]1[CH:6]=[C:7]2[C:11](=[CH:12][C:13]=1[O:14][CH3:15])[N:10]([CH2:44][CH2:43][O:42][Si:35]([C:38]([CH3:41])([CH3:40])[CH3:39])([CH3:37])[CH3:36])[CH:9]=[C:8]2[C:16]1[N:24]([S:25]([C:28]2[CH:29]=[CH:30][C:31]([CH3:34])=[CH:32][CH:33]=2)(=[O:27])=[O:26])[C:19]2=[N:20][CH:21]=[CH:22][CH:23]=[C:18]2[CH:17]=1. (3) Given the reactants Cl[C:2]1[CH:7]=[CH:6][C:5]([N+:8]([O-:10])=[O:9])=[CH:4][C:3]=1[OH:11].C(=O)([O-])[O-].[Cs+].[Cs+].I[CH:19]([CH3:21])[CH3:20].[CH3:22][C:23]1[N:24]=[CH:25][NH:26][CH:27]=1, predict the reaction product. The product is: [CH:19]([O:11][C:3]1[CH:4]=[C:5]([N+:8]([O-:10])=[O:9])[CH:6]=[CH:7][C:2]=1[N:26]1[CH:27]=[C:23]([CH3:22])[N:24]=[CH:25]1)([CH3:21])[CH3:20]. (4) Given the reactants [F:1][C:2]1[CH:27]=[C:26]([N+:28]([O-:30])=[O:29])[CH:25]=[CH:24][C:3]=1[O:4][C:5]1[CH:10]=[CH:9][N:8]=[C:7]2[CH:11]=[C:12]([C:14]3[CH2:19][CH2:18][N:17]([C:20](=[O:23])[CH:21]=[CH2:22])[CH2:16][CH:15]=3)[S:13][C:6]=12.[CH3:31][O:32][CH2:33][CH2:34][NH2:35], predict the reaction product. The product is: [F:1][C:2]1[CH:27]=[C:26]([N+:28]([O-:30])=[O:29])[CH:25]=[CH:24][C:3]=1[O:4][C:5]1[CH:10]=[CH:9][N:8]=[C:7]2[CH:11]=[C:12]([C:14]3[CH2:19][CH2:18][N:17]([C:20](=[O:23])[CH2:21][CH2:22][NH:35][CH2:34][CH2:33][O:32][CH3:31])[CH2:16][CH:15]=3)[S:13][C:6]=12. (5) Given the reactants [N:1]1([C:7]([C:9]2[S:10][CH:11]=[CH:12][CH:13]=2)=[O:8])[CH2:6][CH2:5][NH:4][CH2:3][CH2:2]1.Cl[C:15]1[C:24]2[C:19](=[CH:20][CH:21]=[CH:22][CH:23]=2)[N:18]([CH3:25])[C:17](=[O:26])[C:16]=1[C:27]#[N:28], predict the reaction product. The product is: [CH3:25][N:18]1[C:19]2[C:24](=[CH:23][CH:22]=[CH:21][CH:20]=2)[C:15]([N:4]2[CH2:5][CH2:6][N:1]([C:7]([C:9]3[S:10][CH:11]=[CH:12][CH:13]=3)=[O:8])[CH2:2][CH2:3]2)=[C:16]([C:27]#[N:28])[C:17]1=[O:26]. (6) Given the reactants N#N.[CH3:3][O:4][CH2:5][C:6]1[S:10][C:9]([CH2:11][N:12]2[N:16]=[C:15]([N+:17]([O-])=O)[CH:14]=[N:13]2)=[CH:8][CH:7]=1.[NH4+].[Cl-], predict the reaction product. The product is: [CH3:3][O:4][CH2:5][C:6]1[S:10][C:9]([CH2:11][N:12]2[N:16]=[C:15]([NH2:17])[CH:14]=[N:13]2)=[CH:8][CH:7]=1.